This data is from Reaction yield outcomes from USPTO patents with 853,638 reactions. The task is: Predict the reaction yield, written as a fraction of the theoretical maximum amount of product (1.0 means a 100% yield; for example, 0.34 means a 34% yield). (1) The reactants are C1([Mg]Cl)CCCCC1.I[C:10]1[CH:15]=[CH:14][CH:13]=[CH:12][N:11]=1.[NH2:16][C:17]1[N:21]([C:22]2[CH:23]=[C:24]([CH:31]=[CH:32][C:33]=2[CH3:34])[C:25]([NH:27][CH:28]2[CH2:30][CH2:29]2)=[O:26])[N:20]=[CH:19][C:18]=1[C:35]#N.C1C[O:40]CC1. No catalyst specified. The product is [NH2:16][C:17]1[N:21]([C:22]2[CH:23]=[C:24]([CH:31]=[CH:32][C:33]=2[CH3:34])[C:25]([NH:27][CH:28]2[CH2:30][CH2:29]2)=[O:26])[N:20]=[CH:19][C:18]=1[C:35]([C:10]1[CH:15]=[CH:14][CH:13]=[CH:12][N:11]=1)=[O:40]. The yield is 0.330. (2) The reactants are Br[C:2]1[CH:3]=[C:4]([CH:7]=[C:8]([F:10])[CH:9]=1)[C:5]#[N:6].[NH2:11][C:12]1[CH:13]=[N:14][CH:15]=[N:16][CH:17]=1.C([O-])([O-])=O.[Cs+].[Cs+]. The catalyst is C1C=CC(/C=C/C(/C=C/C2C=CC=CC=2)=O)=CC=1.C1C=CC(/C=C/C(/C=C/C2C=CC=CC=2)=O)=CC=1.C1C=CC(/C=C/C(/C=C/C2C=CC=CC=2)=O)=CC=1.[Pd].[Pd].C1(P(C2C=CC=CC=2)C2C3OC4C(=CC=CC=4P(C4C=CC=CC=4)C4C=CC=CC=4)C(C)(C)C=3C=CC=2)C=CC=CC=1.O1CCOCC1. The product is [F:10][C:8]1[CH:7]=[C:4]([CH:3]=[C:2]([NH:11][C:12]2[CH:13]=[N:14][CH:15]=[N:16][CH:17]=2)[CH:9]=1)[C:5]#[N:6]. The yield is 0.650. (3) The reactants are [Cl:1][C:2]1[CH:10]=[C:9]2[C:5]([C:6]([CH:11]=[O:12])=[CH:7][NH:8]2)=[CH:4][C:3]=1[C:13]1[CH:14]=[N:15][C:16]([N:19]2[CH2:24][CH2:23][O:22][CH2:21][CH2:20]2)=[N:17][CH:18]=1.CC(=CC)C.Cl([O-])=[O:31].[Na+].O.O.OP([O-])(O)=O.[Na+]. The catalyst is C(#N)C.O.C(O)(C)(C)C. The product is [Cl:1][C:2]1[CH:10]=[C:9]2[C:5]([C:6]([C:11]([OH:31])=[O:12])=[CH:7][NH:8]2)=[CH:4][C:3]=1[C:13]1[CH:14]=[N:15][C:16]([N:19]2[CH2:24][CH2:23][O:22][CH2:21][CH2:20]2)=[N:17][CH:18]=1. The yield is 0.406. (4) The catalyst is [Cu]I.CCCCCC.C(OCC)(=O)C.CC(O)C. The product is [C:21]1([CH3:24])[CH:22]=[CH:23][C:18]([NH:16][CH2:9][C:10]2[CH:15]=[CH:14][CH:13]=[CH:12][CH:11]=2)=[CH:19][CH:20]=1. The yield is 0.860. The reactants are [O-]P([O-])([O-])=O.[K+].[K+].[K+].[CH2:9]([NH2:16])[C:10]1[CH:15]=[CH:14][CH:13]=[CH:12][CH:11]=1.I[C:18]1[CH:23]=[CH:22][C:21]([CH3:24])=[CH:20][CH:19]=1.C(O)CO. (5) The reactants are [N:1]([C:4]1[CH:13]=[C:12]([C:14]([F:17])([F:16])[F:15])[CH:11]=[CH:10][C:5]=1[C:6]([O:8]C)=O)=[C:2]=[S:3].[NH2:18][CH:19]1[CH2:27][C:26]2[C:21](=[CH:22][CH:23]=[CH:24][CH:25]=2)[CH2:20]1.O. The catalyst is CN(C)C=O. The product is [CH2:20]1[C:21]2[C:26](=[CH:25][CH:24]=[CH:23][CH:22]=2)[CH2:27][CH:19]1[N:18]1[C:6](=[O:8])[C:5]2[C:4](=[CH:13][C:12]([C:14]([F:17])([F:16])[F:15])=[CH:11][CH:10]=2)[NH:1][C:2]1=[S:3]. The yield is 0.992.